This data is from Catalyst prediction with 721,799 reactions and 888 catalyst types from USPTO. The task is: Predict which catalyst facilitates the given reaction. Reactant: [CH2:1]([O:5][C:6]([N:8]1[CH2:13][CH2:12][CH:11]([NH:14][CH2:15][CH2:16][CH2:17][O:18][CH3:19])[CH2:10][CH2:9]1)=[O:7])[CH2:2][CH2:3][CH3:4].[Cl:20][C:21]1[CH:28]=[C:27]([Cl:29])[CH:26]=[CH:25][C:22]=1[CH:23]=O.C(O[BH-](OC(=O)C)OC(=O)C)(=O)C.[Na+].C(=O)(O)[O-].[Na+]. Product: [CH2:1]([O:5][C:6]([N:8]1[CH2:9][CH2:10][CH:11]([N:14]([CH2:15][CH2:16][CH2:17][O:18][CH3:19])[CH2:23][C:22]2[CH:25]=[CH:26][C:27]([Cl:29])=[CH:28][C:21]=2[Cl:20])[CH2:12][CH2:13]1)=[O:7])[CH2:2][CH2:3][CH3:4]. The catalyst class is: 217.